Dataset: Peptide-MHC class II binding affinity with 134,281 pairs from IEDB. Task: Regression. Given a peptide amino acid sequence and an MHC pseudo amino acid sequence, predict their binding affinity value. This is MHC class II binding data. (1) The peptide sequence is EFVKIVQKRGIVKENI. The MHC is DRB1_1101 with pseudo-sequence DRB1_1101. The binding affinity (normalized) is 0.767. (2) The peptide sequence is TFHVEKGSNPNYLALLVKYVNGDGD. The MHC is HLA-DPA10201-DPB10501 with pseudo-sequence HLA-DPA10201-DPB10501. The binding affinity (normalized) is 0.676. (3) The peptide sequence is EAATAGTTVYGAFAA. The MHC is HLA-DPA10103-DPB10401 with pseudo-sequence HLA-DPA10103-DPB10401. The binding affinity (normalized) is 0.192. (4) The peptide sequence is YDKFLANPSTVLTGK. The MHC is DRB1_0701 with pseudo-sequence DRB1_0701. The binding affinity (normalized) is 0.640.